This data is from Reaction yield outcomes from USPTO patents with 853,638 reactions. The task is: Predict the reaction yield, written as a fraction of the theoretical maximum amount of product (1.0 means a 100% yield; for example, 0.34 means a 34% yield). (1) The reactants are [C:1]([O:20][CH2:21][CH2:22][NH:23][CH2:24][CH2:25][O:26][C:27](=[O:45])[CH2:28][CH2:29][CH2:30][CH2:31][CH2:32][CH2:33][CH2:34]/[CH:35]=[CH:36]\[CH2:37][CH2:38][CH2:39][CH2:40][CH2:41][CH2:42][CH2:43][CH3:44])(=[O:19])[CH2:2][CH2:3][CH2:4][CH2:5][CH2:6][CH2:7][CH2:8]/[CH:9]=[CH:10]\[CH2:11][CH2:12][CH2:13][CH2:14][CH2:15][CH2:16][CH2:17][CH3:18].Cl.[C:47](=O)([O:55]C1C=CC([N+]([O-])=O)=CC=1)[O:48][CH2:49][CH2:50][CH2:51][N:52]([CH3:54])[CH3:53].C(N(CC)CC)C. The catalyst is C(Cl)(Cl)Cl. The product is [O:19]=[C:1]([O:20][CH2:21][CH2:22][N:23]([CH2:24][CH2:25][O:26][C:27](=[O:45])[CH2:28][CH2:29][CH2:30][CH2:31][CH2:32][CH2:33][CH2:34]/[CH:35]=[CH:36]\[CH2:37][CH2:38][CH2:39][CH2:40][CH2:41][CH2:42][CH2:43][CH3:44])[C:47](=[O:55])[O:48][CH2:49][CH2:50][CH2:51][N:52]([CH3:54])[CH3:53])[CH2:2][CH2:3][CH2:4][CH2:5][CH2:6][CH2:7][CH2:8]/[CH:9]=[CH:10]\[CH2:11][CH2:12][CH2:13][CH2:14][CH2:15][CH2:16][CH2:17][CH3:18]. The yield is 0.221. (2) The reactants are [CH2:1]([O:8][C@@H:9]1[CH2:13][CH2:12][CH2:11][C@H:10]1[NH2:14])[C:2]1[CH:7]=[CH:6][CH:5]=[CH:4][CH:3]=1.[CH2:15]1[CH2:21][S:18](=[O:20])(=[O:19])[O:17][CH2:16]1. The catalyst is O1CCCC1. The product is [CH2:1]([O:8][C@@H:9]1[CH2:13][CH2:12][CH2:11][C@H:10]1[NH:14][CH2:16][CH2:15][CH2:21][S:18]([OH:20])(=[O:19])=[O:17])[C:2]1[CH:7]=[CH:6][CH:5]=[CH:4][CH:3]=1. The yield is 0.460. (3) The reactants are C([O:9][CH2:10][C@:11]1([CH3:18])[CH2:15][C:14]([F:17])([F:16])[CH2:13][O:12]1)(=O)C1C=CC=CC=1.[OH-].[Na+]. The catalyst is C1COCC1.CO. The product is [F:16][C:14]1([F:17])[CH2:13][O:12][C@@:11]([CH2:10][OH:9])([CH3:18])[CH2:15]1. The yield is 0.970. (4) The reactants are [CH:1]1([C:7]2[CH:12]=[CH:11][C:10]([N:13]3[CH:18]=[CH:17]C(=O)[C:15]([C:20](=O)[CH:21]=[CH:22][N:23](C)C)=[N:14]3)=[CH:9][CH:8]=2)[CH2:6][CH2:5][CH2:4][CH2:3][CH2:2]1.[C:27]1([NH:33]N)[CH:32]=[CH:31][CH:30]=[CH:29][CH:28]=1.[CH3:35][OH:36]. No catalyst specified. The product is [CH:1]1([C:7]2[CH:8]=[CH:9][C:10]([N:13]3[CH:18]=[CH:17][C:35](=[O:36])[C:15]([C:20]4[N:33]([C:27]5[CH:32]=[CH:31][CH:30]=[CH:29][CH:28]=5)[N:23]=[CH:22][CH:21]=4)=[N:14]3)=[CH:11][CH:12]=2)[CH2:2][CH2:3][CH2:4][CH2:5][CH2:6]1. The yield is 0.300. (5) The reactants are O=P(Cl)(Cl)[Cl:3].[F:6][C:7]1[CH:8]=[C:9]2[C:14](=[CH:15][C:16]=1[F:17])[N:13]=[CH:12][N:11]=[C:10]2O.C(N(CC)CC)C. No catalyst specified. The product is [Cl:3][C:10]1[C:9]2[C:14](=[CH:15][C:16]([F:17])=[C:7]([F:6])[CH:8]=2)[N:13]=[CH:12][N:11]=1. The yield is 0.870. (6) The product is [CH2:13]([N:3]1[C:11]2[C:6](=[CH:7][CH:8]=[CH:9][CH:10]=2)[CH2:5][CH2:4]1)[CH3:14]. The catalyst is O1CCCC1.O. The reactants are [H-].[Na+].[NH:3]1[C:11]2[C:6](=[CH:7][CH:8]=[CH:9][CH:10]=2)[CH2:5][CH2:4]1.I[CH2:13][CH3:14]. The yield is 0.780. (7) The product is [C:14]([C:11]1([CH3:17])[CH2:12][CH2:13][N:8]([C:6]([O:5][C:1]([CH3:4])([CH3:3])[CH3:2])=[O:7])[CH2:9][CH2:10]1)(=[O:15])[NH2:20]. The reactants are [C:1]([O:5][C:6]([N:8]1[CH2:13][CH2:12][C:11]([CH3:17])([C:14](O)=[O:15])[CH2:10][CH2:9]1)=[O:7])([CH3:4])([CH3:3])[CH3:2].C1N=C[N:20](C(N2C=NC=C2)=O)C=1.[OH-].[NH4+]. The yield is 0.900. The catalyst is CN(C=O)C.